Dataset: Forward reaction prediction with 1.9M reactions from USPTO patents (1976-2016). Task: Predict the product of the given reaction. (1) Given the reactants Br[C:2]1[CH:9]=[CH:8][CH:7]=[CH:6][C:3]=1[C:4]#[N:5].[C:10]1([CH3:19])[CH:15]=[CH:14][C:13](B(O)O)=[CH:12][CH:11]=1, predict the reaction product. The product is: [CH3:19][C:10]1[CH:15]=[CH:14][C:13]([C:2]2[C:3]([C:4]#[N:5])=[CH:6][CH:7]=[CH:8][CH:9]=2)=[CH:12][CH:11]=1. (2) Given the reactants [N+:1]([C:4]1[CH:14]=[CH:13][C:7]([CH2:8][CH2:9][C:10]([OH:12])=O)=[CH:6][CH:5]=1)([O-:3])=[O:2].C(Cl)(=O)C(Cl)=O.[C:21]1([CH:27]([C:37]2[CH:42]=[CH:41][CH:40]=[CH:39][CH:38]=2)[O:28][CH2:29][CH2:30][N:31]2[CH2:36][CH2:35][NH:34][CH2:33][CH2:32]2)[CH:26]=[CH:25][CH:24]=[CH:23][CH:22]=1.[Cl-], predict the reaction product. The product is: [C:37]1([CH:27]([C:21]2[CH:26]=[CH:25][CH:24]=[CH:23][CH:22]=2)[O:28][CH2:29][CH2:30][N:31]2[CH2:32][CH2:33][N:34]([C:10](=[O:12])[CH2:9][CH2:8][C:7]3[CH:6]=[CH:5][C:4]([N+:1]([O-:3])=[O:2])=[CH:14][CH:13]=3)[CH2:35][CH2:36]2)[CH:38]=[CH:39][CH:40]=[CH:41][CH:42]=1. (3) Given the reactants [OH:1][CH2:2][CH2:3][CH2:4][CH2:5][NH:6][S:7]([C:10]1[CH:15]=[CH:14][C:13]([C:16]2[CH:21]=[CH:20][CH:19]=[CH:18][CH:17]=2)=[CH:12][CH:11]=1)(=[O:9])=[O:8].[CH3:22]I.O, predict the reaction product. The product is: [OH:1][CH2:2][CH2:3][CH2:4][CH2:5][N:6]([CH3:22])[S:7]([C:10]1[CH:15]=[CH:14][C:13]([C:16]2[CH:21]=[CH:20][CH:19]=[CH:18][CH:17]=2)=[CH:12][CH:11]=1)(=[O:9])=[O:8]. (4) Given the reactants [C:1]([O:4][C@@H:5]1[C@@H:11]([O:12][C:13](=[O:15])[CH3:14])[C@:10]2([C:17]3[CH:22]=[CH:21][C:20]([Cl:23])=[C:19]([CH2:24][C:25]4[CH:30]=[CH:29][C:28]([O:31][CH2:32][CH3:33])=[CH:27][CH:26]=4)[CH:18]=3)[O:16][C@@:7]([CH2:34][O:35][C:36](=[O:38])[CH3:37])([CH2:8][O:9]2)[C@H:6]1[O:39][C:40](=[O:42])[CH3:41])(=[O:3])[CH3:2].BrN1C(=[O:49])CCC1=O.O.ClCCl, predict the reaction product. The product is: [C:1]([O:4][C@@H:5]1[C@@H:11]([O:12][C:13](=[O:15])[CH3:14])[C@:10]2([C:17]3[CH:22]=[CH:21][C:20]([Cl:23])=[C:19]([CH:24]([C:25]4[CH:30]=[CH:29][C:28]([O:31][CH2:32][CH3:33])=[CH:27][CH:26]=4)[OH:49])[CH:18]=3)[O:16][C@@:7]([CH2:34][O:35][C:36](=[O:38])[CH3:37])([CH2:8][O:9]2)[C@H:6]1[O:39][C:40](=[O:42])[CH3:41])(=[O:3])[CH3:2]. (5) Given the reactants [C:1]([C:4]1[O:8][C:7]([C:9]2[CH:18]=[CH:17][C:12]([C:13]([O:15]C)=[O:14])=[CH:11][CH:10]=2)=[CH:6][CH:5]=1)(=[O:3])[CH3:2].[OH-].[Na+].Cl, predict the reaction product. The product is: [C:1]([C:4]1[O:8][C:7]([C:9]2[CH:18]=[CH:17][C:12]([C:13]([OH:15])=[O:14])=[CH:11][CH:10]=2)=[CH:6][CH:5]=1)(=[O:3])[CH3:2].